From a dataset of Full USPTO retrosynthesis dataset with 1.9M reactions from patents (1976-2016). Predict the reactants needed to synthesize the given product. (1) Given the product [F:13][C:14]1([F:20])[CH2:17][CH:16]([CH2:18][NH:1][C:2]2[CH:10]=[CH:9][C:5]([C:6]([OH:8])=[O:7])=[CH:4][C:3]=2[O:11][CH3:12])[CH2:15]1, predict the reactants needed to synthesize it. The reactants are: [NH2:1][C:2]1[CH:10]=[CH:9][C:5]([C:6]([OH:8])=[O:7])=[CH:4][C:3]=1[O:11][CH3:12].[F:13][C:14]1([F:20])[CH2:17][CH:16]([CH:18]=O)[CH2:15]1.C(O[BH-](OC(=O)C)OC(=O)C)(=O)C.[Na+].C(O)(=O)C.C(O)(C(F)(F)F)=O.[OH-].[Na+]. (2) Given the product [Cl:1][C:2]1[CH:3]=[CH:4][C:5]([C:8]([NH:33][CH2:32][CH:29]2[CH2:28][CH2:27][N:26]([CH2:25][C:23]3[O:22][N:21]=[C:20]([C:14]4[CH:19]=[CH:18][CH:17]=[CH:16][CH:15]=4)[CH:24]=3)[CH2:31][CH2:30]2)=[O:10])=[N:6][CH:7]=1, predict the reactants needed to synthesize it. The reactants are: [Cl:1][C:2]1[CH:3]=[CH:4][C:5]([C:8]([OH:10])=O)=[N:6][CH:7]=1.N=C=N.[C:14]1([C:20]2[CH:24]=[C:23]([CH2:25][N:26]3[CH2:31][CH2:30][CH:29]([CH2:32][NH2:33])[CH2:28][CH2:27]3)[O:22][N:21]=2)[CH:19]=[CH:18][CH:17]=[CH:16][CH:15]=1.C(=O)C1C=CC=CC=1.C([NH+](CC)CC)C.C(=O)([O-])[O-]. (3) Given the product [Cl:1][C:2]1[CH:7]=[CH:6][CH:5]=[CH:4][C:3]=1[N:8]1[C:17](=[O:18])[C:16]2[C:11](=[CH:12][CH:13]=[C:14]([F:19])[CH:15]=2)[N:10]=[C:9]1[CH2:20][NH:24][C:25]1[N:30]=[CH:29][CH:28]=[CH:27][N:26]=1, predict the reactants needed to synthesize it. The reactants are: [Cl:1][C:2]1[CH:7]=[CH:6][CH:5]=[CH:4][C:3]=1[N:8]1[C:17](=[O:18])[C:16]2[C:11](=[CH:12][CH:13]=[C:14]([F:19])[CH:15]=2)[N:10]=[C:9]1[CH:20]=O.CO.[NH2:24][C:25]1[N:30]=[CH:29][CH:28]=[CH:27][N:26]=1.[OH-].[Na+]. (4) Given the product [ClH:2].[Cl:2][CH2:3][CH2:4][CH2:5][CH:6]1[C:13]2[C:8](=[C:9]([O:14][CH3:15])[CH:10]=[CH:11][CH:12]=2)[C:7]1=[O:16], predict the reactants needed to synthesize it. The reactants are: O.[Cl:2][CH2:3][CH2:4][CH2:5][CH:6]1[C:13]2[C:8](=[C:9]([O:14][CH3:15])[CH:10]=[CH:11][CH:12]=2)[C:7]1=[O:16]. (5) The reactants are: Cl[C:2]1[CH:7]=[CH:6][C:5]([N+:8]([O-:10])=[O:9])=[CH:4][N:3]=1.[CH3:11][O:12][C:13]1[CH:14]=[C:15](B(O)O)[CH:16]=[CH:17][CH:18]=1. Given the product [CH3:11][O:12][C:13]1[CH:18]=[C:17]([C:2]2[CH:7]=[CH:6][C:5]([N+:8]([O-:10])=[O:9])=[CH:4][N:3]=2)[CH:16]=[CH:15][CH:14]=1, predict the reactants needed to synthesize it. (6) Given the product [C:1]([O:5][C:6]([NH:8][C@@H:9]([CH3:40])[C@H:10]([O:11][C:12]1[CH:13]=[C:14]2[C:18](=[CH:19][CH:20]=1)[N:17]([C:21]1[CH:22]=[C:23]([CH:31]=[CH:32][CH:33]=1)[C:24]([OH:26])=[O:25])[N:16]=[CH:15]2)[C:34]1[CH:35]=[CH:36][CH:37]=[CH:38][CH:39]=1)=[O:7])([CH3:4])([CH3:2])[CH3:3], predict the reactants needed to synthesize it. The reactants are: [C:1]([O:5][C:6]([NH:8][C@@H:9]([CH3:40])[C@@H:10]([C:34]1[CH:39]=[CH:38][CH:37]=[CH:36][CH:35]=1)[O:11][C:12]1[CH:13]=[C:14]2[C:18](=[CH:19][CH:20]=1)[N:17]([C:21]1[CH:22]=[C:23]([CH:31]=[CH:32][CH:33]=1)[C:24]([O:26]CC(C)C)=[O:25])[N:16]=[CH:15]2)=[O:7])([CH3:4])([CH3:3])[CH3:2].[OH-].[Na+]. (7) Given the product [OH:1][CH2:2][C:3]([C:4]1[O:6][N:63]=[C:62]([NH:61][C:56]2[CH:57]=[CH:58][C:59]([CH3:60])=[C:54]([C:45]3[C:44](=[O:66])[N:43]([CH3:42])[C:52]4[C:47]([CH:46]=3)=[CH:48][N:49]=[C:50]([CH3:53])[CH:51]=4)[CH:55]=2)[N:65]=1)([CH3:8])[CH3:7], predict the reactants needed to synthesize it. The reactants are: [OH:1][CH2:2][C:3]([CH3:8])([CH3:7])[C:4]([OH:6])=O.CCN(C(C)C)C(C)C.CN(C(ON1N=NC2C=CC=NC1=2)=[N+](C)C)C.F[P-](F)(F)(F)(F)F.[CH3:42][N:43]1[C:52]2[C:47](=[CH:48][N:49]=[C:50]([CH3:53])[CH:51]=2)[CH:46]=[C:45]([C:54]2[CH:55]=[C:56]([NH:61]/[C:62](/[NH2:65])=[N:63]/O)[CH:57]=[CH:58][C:59]=2[CH3:60])[C:44]1=[O:66].